Dataset: Full USPTO retrosynthesis dataset with 1.9M reactions from patents (1976-2016). Task: Predict the reactants needed to synthesize the given product. (1) Given the product [CH:14]1([CH:4]([NH:5][S:6]([C:8]([CH3:11])([CH3:10])[CH3:9])=[O:7])[CH2:3][C:2]([OH:1])([CH3:13])[CH3:12])[CH2:16][CH2:15]1, predict the reactants needed to synthesize it. The reactants are: [OH:1][C:2]([CH3:13])([CH3:12])[CH2:3]/[CH:4]=[N:5]/[S:6]([C:8]([CH3:11])([CH3:10])[CH3:9])=[O:7].[CH:14]1([Mg]Br)[CH2:16][CH2:15]1.[NH4+].[Cl-]. (2) The reactants are: [Cl:1][C:2]1[CH:7]=[C:6]([Cl:8])[CH:5]=[CH:4][C:3]=1[CH2:9][C:10]([OH:12])=[O:11].I[CH2:14][CH3:15]. Given the product [Cl:1][C:2]1[CH:7]=[C:6]([Cl:8])[CH:5]=[CH:4][C:3]=1[CH:9]([CH2:14][CH3:15])[C:10]([OH:12])=[O:11], predict the reactants needed to synthesize it. (3) The reactants are: [N:1]1[CH:6]=[CH:5][C:4]([C:7]2[CH:8]=[C:9]([CH:16]=[CH:17][CH:18]=2)[CH2:10]OS(C)(=O)=O)=[CH:3][CH:2]=1.[F:19][C:20]1[C:25]([F:26])=[CH:24][CH:23]=[CH:22][C:21]=1[C:27]1[N:35]=[C:30]2[CH:31]=[N:32][NH:33][CH:34]=[C:29]2[N:28]=1. Given the product [F:19][C:20]1[C:25]([F:26])=[CH:24][CH:23]=[CH:22][C:21]=1[C:27]1[N:35]=[C:30]2[CH:31]=[N:32][N:33]([CH2:10][C:9]3[CH:16]=[CH:17][CH:18]=[C:7]([C:4]4[CH:5]=[CH:6][N:1]=[CH:2][CH:3]=4)[CH:8]=3)[CH:34]=[C:29]2[N:28]=1, predict the reactants needed to synthesize it. (4) Given the product [CH3:18][O:17][C:15]([CH:14]([CH:6]([C:5]1[CH:4]=[CH:3][C:2]([CH3:1])=[CH:12][CH:11]=1)[CH2:7][N+:8]([O-:10])=[O:9])[C:13]([O:20][CH3:21])=[O:19])=[O:16], predict the reactants needed to synthesize it. The reactants are: [CH3:1][C:2]1[CH:12]=[CH:11][C:5]([CH:6]=[CH:7][N+:8]([O-:10])=[O:9])=[CH:4][CH:3]=1.[C:13]([O:20][CH3:21])(=[O:19])[CH2:14][C:15]([O:17][CH3:18])=[O:16]. (5) Given the product [Br:6][C:7]1[CH:8]=[CH:9][C:10]([O:22][CH3:23])=[C:11]([C:13]2[N:14]=[C:15]3[CH:20]=[CH:19][CH:18]=[CH:17][N:16]3[C:21]=2[CH:28]=[O:29])[CH:12]=1, predict the reactants needed to synthesize it. The reactants are: O=P(Cl)(Cl)Cl.[Br:6][C:7]1[CH:8]=[CH:9][C:10]([O:22][CH3:23])=[C:11]([C:13]2[N:14]=[C:15]3[CH:20]=[CH:19][CH:18]=[CH:17][N:16]3[CH:21]=2)[CH:12]=1.O.CN([CH:28]=[O:29])C.